From a dataset of TCR-epitope binding with 47,182 pairs between 192 epitopes and 23,139 TCRs. Binary Classification. Given a T-cell receptor sequence (or CDR3 region) and an epitope sequence, predict whether binding occurs between them. The epitope is HTTDPSFLGRY. The TCR CDR3 sequence is CASSFDGDQPQHF. Result: 1 (the TCR binds to the epitope).